Dataset: Full USPTO retrosynthesis dataset with 1.9M reactions from patents (1976-2016). Task: Predict the reactants needed to synthesize the given product. (1) Given the product [C:1]([C:4]1[CH:29]=[CH:28][C:7]([O:8][CH2:9][C:10]2[CH:11]=[CH:12][C:13]([CH:16]([NH2:25])[C:17]3[CH:18]=[C:19]([CH:22]=[CH:23][CH:24]=3)[C:20]#[N:21])=[CH:14][CH:15]=2)=[C:6]([CH2:30][CH2:31][CH3:32])[C:5]=1[OH:33])(=[O:3])[CH3:2], predict the reactants needed to synthesize it. The reactants are: [C:1]([C:4]1[CH:29]=[CH:28][C:7]([O:8][CH2:9][C:10]2[CH:15]=[CH:14][C:13]([CH:16]([N:25]=[N+]=[N-])[C:17]3[CH:18]=[C:19]([CH:22]=[CH:23][CH:24]=3)[C:20]#[N:21])=[CH:12][CH:11]=2)=[C:6]([CH2:30][CH2:31][CH3:32])[C:5]=1[OH:33])(=[O:3])[CH3:2].C1(P(C2C=CC=CC=2)C2C=CC=CC=2)C=CC=CC=1.O. (2) Given the product [OH:17][C:18]1[CH:19]=[C:20]([CH:21]=[CH:22][CH:23]=1)[O:24][CH2:2][C:3]1[CH:8]=[CH:7][CH:6]=[CH:5][C:4]=1/[C:9](=[CH:14]\[O:15][CH3:16])/[C:10]([O:12][CH3:13])=[O:11], predict the reactants needed to synthesize it. The reactants are: Br[CH2:2][C:3]1[CH:8]=[CH:7][CH:6]=[CH:5][C:4]=1/[C:9](=[CH:14]\[O:15][CH3:16])/[C:10]([O:12][CH3:13])=[O:11].[OH:17][C:18]1[CH:19]=[C:20]([OH:24])[CH:21]=[CH:22][CH:23]=1.C(=O)([O-])[O-].[K+].[K+]. (3) Given the product [Cl:1][C:2]1[CH:3]=[N:4][C:5]2[N:6]([N:8]=[C:9]([C:11]([N:16]3[CH2:17][CH:18]=[C:19]([C:21]4[CH:26]=[CH:25][CH:24]=[CH:23][C:22]=4[CH3:27])[CH2:20][CH:15]3[CH3:14])=[O:13])[CH:10]=2)[CH:7]=1, predict the reactants needed to synthesize it. The reactants are: [Cl:1][C:2]1[CH:3]=[N:4][C:5]2[N:6]([N:8]=[C:9]([C:11]([OH:13])=O)[CH:10]=2)[CH:7]=1.[CH3:14][CH:15]1[CH2:20][C:19]([C:21]2[CH:26]=[CH:25][CH:24]=[CH:23][C:22]=2[CH3:27])=[CH:18][CH2:17][NH:16]1.